Dataset: Reaction yield outcomes from USPTO patents with 853,638 reactions. Task: Predict the reaction yield, written as a fraction of the theoretical maximum amount of product (1.0 means a 100% yield; for example, 0.34 means a 34% yield). The reactants are [C:1]1(=[O:7])[O:6][C:4](=[O:5])[CH2:3][CH2:2]1.[N+:8]([O:11][C@@H:12]([CH2:15][O:16][N+:17]([O-:19])=[O:18])[CH2:13][OH:14])([O-:10])=[O:9]. The catalyst is CN(C1C=CN=CC=1)C.C1COCC1. The product is [N+:8]([O:11][C@@H:12]([CH2:15][O:16][N+:17]([O-:19])=[O:18])[CH2:13][O:14][C:4]([CH2:3][CH2:2][C:1]([OH:6])=[O:7])=[O:5])([O-:10])=[O:9]. The yield is 0.910.